This data is from Forward reaction prediction with 1.9M reactions from USPTO patents (1976-2016). The task is: Predict the product of the given reaction. (1) Given the reactants [CH2:1]([N:3]([C:10]1[CH:15]=[CH:14][CH:13]=[C:12]([OH:16])[CH:11]=1)[CH2:4][C:5]([O:7][CH2:8][CH3:9])=[O:6])[CH3:2].C(=O)([O-])[O-].[K+].[K+].Br[CH2:24][C:25]1[N:30]=[C:29]([CH2:31][C:32]([CH3:35])([CH3:34])[CH3:33])[C:28]([C:36]2[CH:41]=[C:40]([O:42][CH3:43])[CH:39]=[CH:38][C:37]=2[F:44])=[CH:27][CH:26]=1.O, predict the reaction product. The product is: [CH2:1]([N:3]([C:10]1[CH:15]=[CH:14][CH:13]=[C:12]([O:16][CH2:24][C:25]2[CH:26]=[CH:27][C:28]([C:36]3[CH:41]=[C:40]([O:42][CH3:43])[CH:39]=[CH:38][C:37]=3[F:44])=[C:29]([CH2:31][C:32]([CH3:35])([CH3:34])[CH3:33])[N:30]=2)[CH:11]=1)[CH2:4][C:5]([O:7][CH2:8][CH3:9])=[O:6])[CH3:2]. (2) Given the reactants [C:1]([C:5]1[CH:9]=[C:8]([NH2:10])[N:7]([C:11]2[CH:16]=[CH:15][CH:14]=[CH:13][C:12]=2[CH3:17])[N:6]=1)([CH3:4])([CH3:3])[CH3:2].Br[C:19]1[CH:27]=[CH:26][C:25]([O:28][CH3:29])=[CH:24][C:20]=1[C:21]([OH:23])=[O:22].C(=O)([O-])[O-].[K+].[K+].C(O)(=O)C, predict the reaction product. The product is: [C:1]([C:5]1[CH:9]=[C:8]([NH:10][C:19]2[CH:27]=[CH:26][C:25]([O:28][CH3:29])=[CH:24][C:20]=2[C:21]([OH:23])=[O:22])[N:7]([C:11]2[CH:16]=[CH:15][CH:14]=[CH:13][C:12]=2[CH3:17])[N:6]=1)([CH3:4])([CH3:3])[CH3:2]. (3) Given the reactants Br[C:2]1[CH:3]=[CH:4][C:5]2[NH:11][C:10]3[N:12]=[C:13]([C:16]([F:19])([F:18])[F:17])[CH:14]=[CH:15][C:9]=3[CH2:8][N:7]([S:20]([C:23]3[CH:28]=[CH:27][C:26]([C:29]([CH3:32])([CH3:31])[CH3:30])=[CH:25][CH:24]=3)(=[O:22])=[O:21])[C:6]=2[C:33]=1[CH3:34].[CH3:35][S:36]([O-:38])=[O:37].[Na+].CNCCNC.CS(C)=O, predict the reaction product. The product is: [C:29]([C:26]1[CH:25]=[CH:24][C:23]([S:20]([N:7]2[C:6]3[C:33]([CH3:34])=[C:2]([S:36]([CH3:35])(=[O:38])=[O:37])[CH:3]=[CH:4][C:5]=3[NH:11][C:10]3[N:12]=[C:13]([C:16]([F:17])([F:18])[F:19])[CH:14]=[CH:15][C:9]=3[CH2:8]2)(=[O:21])=[O:22])=[CH:28][CH:27]=1)([CH3:32])([CH3:30])[CH3:31]. (4) The product is: [NH:30]1[C:28]2[CH:29]=[CH:24][C:25]([C:48]([N:16]3[CH2:17][CH2:18][C:13]4[C:12]([C:20]([NH2:22])=[O:21])=[C:11]([NH:10][C:9]([NH:8][C:5]5[CH:4]=[CH:3][C:2]([Cl:1])=[CH:7][CH:6]=5)=[O:23])[S:19][C:14]=4[CH2:15]3)=[O:49])=[CH:26][C:27]=2[N:32]=[N:31]1. Given the reactants [Cl:1][C:2]1[CH:7]=[CH:6][C:5]([NH:8][C:9](=[O:23])[NH:10][C:11]2[S:19][C:14]3[CH2:15][NH:16][CH2:17][CH2:18][C:13]=3[C:12]=2[C:20]([NH2:22])=[O:21])=[CH:4][CH:3]=1.[CH:24]1[CH:25]=[CH:26][C:27]2[N:32](O)[N:31]=[N:30][C:28]=2[CH:29]=1.CCN=C=NCCCN(C)C.CN([CH:48]=[O:49])C, predict the reaction product. (5) The product is: [CH3:22][S:23]([O:1][CH2:2][CH:3]1[CH2:8][CH2:7][N:6]([C:9]([O:11][CH:12]([CH3:14])[CH3:13])=[O:10])[CH2:5][CH2:4]1)(=[O:25])=[O:24]. Given the reactants [OH:1][CH2:2][CH:3]1[CH2:8][CH2:7][N:6]([C:9]([O:11][CH:12]([CH3:14])[CH3:13])=[O:10])[CH2:5][CH2:4]1.CCN(CC)CC.[CH3:22][S:23](Cl)(=[O:25])=[O:24], predict the reaction product. (6) Given the reactants [CH:1]1([N:4]2[CH2:12][C:11]3[C:6](=[CH:7][CH:8]=[C:9](B4OC(C)(C)C(C)(C)O4)[CH:10]=3)[C:5]2=[O:22])[CH2:3][CH2:2]1.Br[C:24]1[CH:38]=[CH:37][C:27]([CH2:28][N:29]2[CH2:33][C:32](=[O:34])[N:31]([CH3:35])[C:30]2=[O:36])=[CH:26][CH:25]=1.C1(P(C2CCCCC2)C2CCCCC2)CCCCC1.P([O-])([O-])([O-])=O.[K+].[K+].[K+], predict the reaction product. The product is: [CH:1]1([N:4]2[CH2:12][C:11]3[C:6](=[CH:7][CH:8]=[C:9]([C:24]4[CH:38]=[CH:37][C:27]([CH2:28][N:29]5[CH2:33][C:32](=[O:34])[N:31]([CH3:35])[C:30]5=[O:36])=[CH:26][CH:25]=4)[CH:10]=3)[C:5]2=[O:22])[CH2:2][CH2:3]1.